This data is from Full USPTO retrosynthesis dataset with 1.9M reactions from patents (1976-2016). The task is: Predict the reactants needed to synthesize the given product. (1) Given the product [N:9]1([C:14]([N:16]=[C:17]=[S:18])=[O:15])[CH2:13][CH2:12][CH2:11][CH2:10]1.[CH3:19][O:20][C:21]1[CH:22]=[C:23]2[C:28](=[CH:29][C:30]=1[O:31][CH3:32])[N:27]=[CH:26][CH:25]=[C:24]2[O:33][C:34]1[CH:35]=[CH:36][C:37]([NH:38][C:17]([NH:16][C:14]([N:9]2[CH2:13][CH2:12][CH2:11][CH2:10]2)=[O:15])=[S:18])=[CH:39][CH:40]=1, predict the reactants needed to synthesize it. The reactants are: N1(C(Cl)=O)CCCC1.[N:9]1([C:14]([N:16]=[C:17]=[S:18])=[O:15])[CH2:13][CH2:12][CH2:11][CH2:10]1.[CH3:19][O:20][C:21]1[CH:22]=[C:23]2[C:28](=[CH:29][C:30]=1[O:31][CH3:32])[N:27]=[CH:26][CH:25]=[C:24]2[O:33][C:34]1[CH:40]=[CH:39][C:37]([NH2:38])=[CH:36][CH:35]=1.C1(C)C=CC=CC=1. (2) Given the product [F:19][C:20]1[CH:21]=[C:22]([CH2:27][C:28]([NH:30][CH:31]([C:35]2[CH:36]=[CH:37][C:38]([F:41])=[CH:39][CH:40]=2)[C:32]([NH:16][C:14]2[N:13]=[CH:12][N:11]([C:2]([CH3:10])([CH3:1])[CH2:3][NH:4][CH2:5][C:6]([CH3:9])([CH3:8])[CH3:7])[CH:15]=2)=[O:33])=[O:29])[CH:23]=[C:24]([F:26])[CH:25]=1, predict the reactants needed to synthesize it. The reactants are: [CH3:1][C:2]([N:11]1[CH:15]=[C:14]([N+:16]([O-])=O)[N:13]=[CH:12]1)([CH3:10])[CH2:3][NH:4][CH2:5][C:6]([CH3:9])([CH3:8])[CH3:7].[F:19][C:20]1[CH:21]=[C:22]([CH2:27][C:28]([NH:30][C@@H:31]([C:35]2[CH:40]=[CH:39][C:38]([F:41])=[CH:37][CH:36]=2)[C:32](O)=[O:33])=[O:29])[CH:23]=[C:24]([F:26])[CH:25]=1.